From a dataset of Forward reaction prediction with 1.9M reactions from USPTO patents (1976-2016). Predict the product of the given reaction. (1) Given the reactants [NH:1]1[CH:5]=[CH:4][CH:3]=[N:2]1.[H-].[K+].[NH2:8][C:9]1[N:14]=[C:13](Br)[C:12]([C:16]#[N:17])=[C:11]([S:18][CH3:19])[N:10]=1, predict the reaction product. The product is: [NH2:8][C:9]1[N:10]=[C:11]([S:18][CH3:19])[C:12]([C:16]#[N:17])=[C:13]([N:1]2[CH:5]=[CH:4][CH:3]=[N:2]2)[N:14]=1. (2) The product is: [Cl:1][C:2]1[S:6][C:5]2[S:7](=[O:9])(=[O:8])[N:10]=[C:11]([NH:13][CH:14]([CH3:16])[CH3:15])[NH:12][C:4]=2[CH:3]=1. Given the reactants [Cl:1][C:2]1[S:6][C:5]([S:7]([NH:10][C:11]([NH:13][CH:14]([CH3:16])[CH3:15])=[NH:12])(=[O:9])=[O:8])=[C:4](B(O)O)[CH:3]=1.N1C=CC=CC=1, predict the reaction product. (3) Given the reactants [CH3:1][O:2][C:3]1[CH:8]=[CH:7][C:6]([C:9]([C:12]2[CH:17]=[CH:16][C:15]([O:18][CH3:19])=[CH:14][CH:13]=2)=[N:10]O)=[CH:5][CH:4]=1.C([O-])(=O)C.[NH4+].C(OCC)(=O)C, predict the reaction product. The product is: [CH3:19][O:18][C:15]1[CH:14]=[CH:13][C:12]([CH:9]([NH2:10])[C:6]2[CH:7]=[CH:8][C:3]([O:2][CH3:1])=[CH:4][CH:5]=2)=[CH:17][CH:16]=1. (4) Given the reactants Br[CH2:2][CH2:3][O:4][C:5]1[CH:10]=[CH:9][C:8]([C:11]([C:21]2[CH:26]=[CH:25][C:24]([OH:27])=[CH:23][CH:22]=2)=[C:12]([C:15]2[CH:20]=[CH:19][CH:18]=[CH:17][CH:16]=2)[CH2:13][CH3:14])=[CH:7][C:6]=1[F:28].[CH3:29][NH2:30], predict the reaction product. The product is: [F:28][C:6]1[CH:7]=[C:8]([C:11]([C:21]2[CH:26]=[CH:25][C:24]([OH:27])=[CH:23][CH:22]=2)=[C:12]([C:15]2[CH:20]=[CH:19][CH:18]=[CH:17][CH:16]=2)[CH2:13][CH3:14])[CH:9]=[CH:10][C:5]=1[O:4][CH2:3][CH2:2][NH:30][CH3:29]. (5) Given the reactants Br[C:2]1[CH:3]=[C:4]([NH2:9])[C:5]([Cl:8])=[N:6][CH:7]=1.[B:10]1([B:10]2[O:14][C:13]([CH3:16])([CH3:15])[C:12]([CH3:18])([CH3:17])[O:11]2)[O:14][C:13]([CH3:16])([CH3:15])[C:12]([CH3:18])([CH3:17])[O:11]1.C([O-])(=O)C.[K+], predict the reaction product. The product is: [Cl:8][C:5]1[C:4]([NH2:9])=[CH:3][C:2]([B:10]2[O:14][C:13]([CH3:16])([CH3:15])[C:12]([CH3:18])([CH3:17])[O:11]2)=[CH:7][N:6]=1. (6) Given the reactants [N:1]1([CH2:7][CH2:8][O:9][C:10]2[CH:11]=[C:12]([C:16]3[CH:17]=[C:18]4[C:24]([NH:25][C:26]([C:28]5[CH:29]=[N:30][N:31]([CH2:33][C:34]6[CH:39]=[CH:38][CH:37]=[CH:36][CH:35]=6)[CH:32]=5)=[O:27])=[CH:23][N:22](S(C5C=CC(C)=CC=5)(=O)=O)[C:19]4=[N:20][CH:21]=3)[CH:13]=[CH:14][CH:15]=2)[CH2:6][CH2:5][O:4][CH2:3][CH2:2]1.CO, predict the reaction product. The product is: [N:1]1([CH2:7][CH2:8][O:9][C:10]2[CH:11]=[C:12]([C:16]3[CH:17]=[C:18]4[C:24]([NH:25][C:26]([C:28]5[CH:29]=[N:30][N:31]([CH2:33][C:34]6[CH:35]=[CH:36][CH:37]=[CH:38][CH:39]=6)[CH:32]=5)=[O:27])=[CH:23][NH:22][C:19]4=[N:20][CH:21]=3)[CH:13]=[CH:14][CH:15]=2)[CH2:2][CH2:3][O:4][CH2:5][CH2:6]1. (7) Given the reactants [F:1][C:2]1[N:7]=[C:6]([C:8]2[N:9]([CH2:13][C:14]3[N:19]=[CH:18][N:17]=[C:16]([C:20](=O)[CH3:21])[C:15]=3[CH2:23][CH2:24][CH3:25])[CH:10]=[CH:11][N:12]=2)[CH:5]=[CH:4][CH:3]=1.C(O)=O.[CH:29]([NH2:31])=[O:30].[OH-].[Na+], predict the reaction product. The product is: [F:1][C:2]1[N:7]=[C:6]([C:8]2[N:9]([CH2:13][C:14]3[N:19]=[CH:18][N:17]=[C:16]([CH:20]([NH:31][CH:29]=[O:30])[CH3:21])[C:15]=3[CH2:23][CH2:24][CH3:25])[CH:10]=[CH:11][N:12]=2)[CH:5]=[CH:4][CH:3]=1. (8) Given the reactants [CH3:1][O:2][C:3](=[O:25])[CH2:4][C:5]1[CH:10]=[CH:9][CH:8]=[C:7]([O:11][C:12]2[CH:17]=[CH:16][C:15]([C:18]([F:21])([F:20])[F:19])=[CH:14][C:13]=2[CH2:22][NH:23][CH3:24])[CH:6]=1.[CH3:26][O:27][C:28]1[CH:33]=[CH:32][C:31]([S:34](Cl)(=[O:36])=[O:35])=[CH:30][CH:29]=1, predict the reaction product. The product is: [CH3:1][O:2][C:3](=[O:25])[CH2:4][C:5]1[CH:10]=[CH:9][CH:8]=[C:7]([O:11][C:12]2[CH:17]=[CH:16][C:15]([C:18]([F:20])([F:19])[F:21])=[CH:14][C:13]=2[CH2:22][N:23]([S:34]([C:31]2[CH:30]=[CH:29][C:28]([O:27][CH3:26])=[CH:33][CH:32]=2)(=[O:36])=[O:35])[CH3:24])[CH:6]=1. (9) Given the reactants [CH3:1][N:2]1[C:6]2[CH:7]=[CH:8][S:9][C:5]=2[C:4]([Sn](CCCC)(CCCC)CCCC)=[N:3]1.[C:23]([CH:25]1[CH2:28][N:27]([C:29](=[O:53])[C@H:30]([NH:32][C:33]([C:35]2[C:43]3[C:38](=[N:39][CH:40]=[C:41](Br)[N:42]=3)[N:37]([CH2:45][O:46][CH2:47][CH2:48][Si:49]([CH3:52])([CH3:51])[CH3:50])[CH:36]=2)=[O:34])[CH3:31])[CH2:26]1)#[N:24], predict the reaction product. The product is: [C:23]([CH:25]1[CH2:26][N:27]([C:29](=[O:53])[C@H:30]([NH:32][C:33]([C:35]2[C:43]3[C:38](=[N:39][CH:40]=[C:41]([C:4]4[C:5]5[S:9][CH:8]=[CH:7][C:6]=5[N:2]([CH3:1])[N:3]=4)[N:42]=3)[N:37]([CH2:45][O:46][CH2:47][CH2:48][Si:49]([CH3:52])([CH3:51])[CH3:50])[CH:36]=2)=[O:34])[CH3:31])[CH2:28]1)#[N:24].